From a dataset of Forward reaction prediction with 1.9M reactions from USPTO patents (1976-2016). Predict the product of the given reaction. (1) Given the reactants [H-].[Al+3].[Li+].[H-].[H-].[H-].C([N-][C@@H:15]1[CH2:20][O:19][CH2:18][C:17](=O)[N:16]1[CH2:22][C:23]1[CH:28]=[CH:27][CH:26]=[CH:25][CH:24]=1)C1C=CC=CC=1.[OH-].[Na+], predict the reaction product. The product is: [CH2:22]([NH:16][CH2:15][CH:17]1[CH2:18][O:19][CH2:20][CH2:15][N:16]1[CH2:22][C:23]1[CH:24]=[CH:25][CH:26]=[CH:27][CH:28]=1)[C:23]1[CH:28]=[CH:27][CH:26]=[CH:25][CH:24]=1. (2) Given the reactants Br[C:2]1[CH:7]=[CH:6][C:5]([O:8][CH3:9])=[C:4]([C:10]([F:13])([F:12])[F:11])[C:3]=1[F:14].[O:15]1CCC[CH2:16]1.[Li]CCCC, predict the reaction product. The product is: [F:14][C:3]1[C:4]([C:10]([F:13])([F:12])[F:11])=[C:5]([O:8][CH3:9])[CH:6]=[CH:7][C:2]=1[CH:16]=[O:15]. (3) Given the reactants [CH:1]1([OH:12])[CH:6]([OH:7])[CH:5]([OH:8])[CH:4]([OH:9])[CH:3]([OH:10])[CH:2]1[OH:11].C(O)[C@H]1O[C@H]([O:20][CH:21]2[C@@H:26]([OH:27])[C@@H:25]([OH:28])[CH:24]([OH:29])[C@H:23]([OH:30])[C@H:22]2[OH:31])[C@H](O)[C@@H](O)[C@H]1O.[CH2:36]([OH:58])[C@H:37]1[O:42][C@H:41]([O:43][CH:44]2[C@@H:49]([OH:50])[C@H:48]([OH:51])[CH:47]([OH:52])[C@@H:46]([OH:53])[C@@H:45]2[OH:54])[C@H:40]([OH:55])[C@@H:39]([OH:56])[C@H:38]1[OH:57], predict the reaction product. The product is: [O:7]=[CH:6][C@@H:5]([C@H:4]([C@H:3]([C@@H:2]([CH2:1][OH:12])[OH:11])[OH:10])[OH:9])[OH:8].[CH:21]1([OH:20])[CH:22]([OH:31])[CH:23]([OH:30])[CH:24]([OH:29])[CH:25]([OH:28])[CH:26]1[OH:27].[CH2:36]([OH:58])[C@H:37]1[O:42][C@H:41]([O:43][CH:44]2[C@@H:45]([OH:54])[C@@H:46]([OH:53])[CH:47]([OH:52])[C@H:48]([OH:51])[C@H:49]2[OH:50])[C@H:40]([OH:55])[C@@H:39]([OH:56])[C@H:38]1[OH:57].